This data is from Forward reaction prediction with 1.9M reactions from USPTO patents (1976-2016). The task is: Predict the product of the given reaction. (1) Given the reactants [CH3:1][O:2][C:3]1[CH:8]=[CH:7][C:6]([N:9]2[C:13]3[C:14](=O)[NH:15][CH2:16][CH2:17][C:12]=3[C:11]([C:19]([F:22])([F:21])[F:20])=[N:10]2)=[CH:5][CH:4]=1.[C:23]([O-:26])([O-])=O.[K+].[K+].N1[C:42]2[C:33](=[CH:34][CH:35]=[C:36]3[C:41]=2[N:40]=[CH:39][CH:38]=[CH:37]3)C=CC=1.CCO[C:46]([CH3:48])=[O:47].[CH3:49]S(C)=O, predict the reaction product. The product is: [CH3:1][O:2][C:3]1[CH:4]=[CH:5][C:6]([N:9]2[C:13]3[C:23](=[O:26])[N:15]([C:14]4[CH:34]=[CH:35][C:36]([C:41]5([N:40]6[CH2:39][CH2:38][CH2:48][C:46]6=[O:47])[CH2:42][CH2:33]5)=[CH:37][CH:49]=4)[CH2:16][CH2:17][C:12]=3[C:11]([C:19]([F:20])([F:22])[F:21])=[N:10]2)=[CH:7][CH:8]=1. (2) Given the reactants [NH2:1][C:2]1[CH:7]=[CH:6][CH:5]=[CH:4][C:3]=1[C:8]1[NH:12][C:11]([CH3:13])=[C:10]([C:14]([NH2:16])=[O:15])[CH:9]=1.C(N(CC)CC)C.[N:24]1[CH:29]=[CH:28][CH:27]=[C:26]([S:30](Cl)(=[O:32])=[O:31])[CH:25]=1, predict the reaction product. The product is: [CH3:13][C:11]1[NH:12][C:8]([C:3]2[CH:4]=[CH:5][CH:6]=[CH:7][C:2]=2[NH:1][S:30]([C:26]2[CH:25]=[N:24][CH:29]=[CH:28][CH:27]=2)(=[O:32])=[O:31])=[CH:9][C:10]=1[C:14]([NH2:16])=[O:15]. (3) Given the reactants [CH2:1]([C:5]1[O:14][C:8]2=[N:9][C:10](=[O:13])[NH:11][CH:12]=[C:7]2[CH:6]=1)[CH2:2][CH2:3][CH3:4].I[CH2:16][CH2:17][CH2:18][CH2:19][CH3:20], predict the reaction product. The product is: [CH2:1]([C:5]1[O:14][C:8]2=[N:9][C:10](=[O:13])[N:11]([CH2:16][CH2:17][CH2:18][CH2:19][CH3:20])[CH:12]=[C:7]2[CH:6]=1)[CH2:2][CH2:3][CH3:4].